From a dataset of Forward reaction prediction with 1.9M reactions from USPTO patents (1976-2016). Predict the product of the given reaction. (1) Given the reactants Cl[C:2]1[CH:7]=[C:6]([CH:8]2[CH2:11][N:10]([C:12]([O:14][C:15]([CH3:18])([CH3:17])[CH3:16])=[O:13])[CH2:9]2)[CH:5]=[C:4]([N:19]2[CH2:23][CH2:22][C:21]([F:25])([F:24])[CH2:20]2)[N:3]=1.CC1(C)C2C(=C(P(C3C=CC=CC=3)C3C=CC=CC=3)C=CC=2)OC2C(P(C3C=CC=CC=3)C3C=CC=CC=3)=CC=CC1=2.[NH2:68][C:69]1[CH:74]=[C:73]([C:75]([F:78])([F:77])[F:76])[CH:72]=[CH:71][N:70]=1.O1CCOCC1.C(=O)([O-])[O-].[Cs+].[Cs+], predict the reaction product. The product is: [F:25][C:21]1([F:24])[CH2:22][CH2:23][N:19]([C:4]2[CH:5]=[C:6]([CH:8]3[CH2:11][N:10]([C:12]([O:14][C:15]([CH3:17])([CH3:16])[CH3:18])=[O:13])[CH2:9]3)[CH:7]=[C:2]([NH:68][C:69]3[CH:74]=[C:73]([C:75]([F:77])([F:76])[F:78])[CH:72]=[CH:71][N:70]=3)[N:3]=2)[CH2:20]1. (2) The product is: [C:1]([O:5][C:6](=[O:7])[NH:8][CH:9]1[CH2:10][CH2:11][O:20][C:17]1([CH3:18])[CH3:19])([CH3:2])([CH3:3])[CH3:4]. Given the reactants [C:1]([O:5][C:6]([NH:8][CH:9]([C:17]([OH:20])([CH3:19])[CH3:18])[CH2:10][CH2:11]OS(C)(=O)=O)=[O:7])([CH3:4])([CH3:3])[CH3:2].[C-]#N.[Na+], predict the reaction product. (3) Given the reactants [C:1]([C:3]#[C:4][C:5]1[CH:13]=[CH:12][C:8]([C:9]([OH:11])=[O:10])=[CH:7][CH:6]=1)#[N:2].[F:14][C:15]1[C:20]([F:21])=[C:19](O)[C:18]([F:23])=[C:17]([F:24])[C:16]=1[S:25]([O-:28])(=[O:27])=[O:26].[Na+:29].C1CCC(N=C=NC2CCCCC2)CC1, predict the reaction product. The product is: [C:1]([C:3]#[C:4][C:5]1[CH:13]=[CH:12][C:8]([C:9]([O:11][C:19]2[C:20]([F:21])=[C:15]([F:14])[C:16]([S:25]([O-:28])(=[O:26])=[O:27])=[C:17]([F:24])[C:18]=2[F:23])=[O:10])=[CH:7][CH:6]=1)#[N:2].[Na+:29].